From a dataset of Forward reaction prediction with 1.9M reactions from USPTO patents (1976-2016). Predict the product of the given reaction. (1) Given the reactants [F:1][C:2]1[CH:7]=[CH:6][C:5]([N:8]2[C:12]3[CH:13]=[CH:14][CH:15]=[CH:16][C:11]=3[NH:10][S:9]2(=[O:18])=[O:17])=[CH:4][CH:3]=1.C1(P(C2C=CC=CC=2)C2C=CC=CC=2)C=CC=CC=1.[Br:38][CH2:39][CH2:40][CH2:41]O.CC(OC(/N=N/C(OC(C)C)=O)=O)C, predict the reaction product. The product is: [Br:38][CH2:39][CH2:40][CH2:41][N:10]1[C:11]2[CH:16]=[CH:15][CH:14]=[CH:13][C:12]=2[N:8]([C:5]2[CH:6]=[CH:7][C:2]([F:1])=[CH:3][CH:4]=2)[S:9]1(=[O:17])=[O:18]. (2) Given the reactants [NH2:1][C@@H:2]1[CH2:13][CH:12]=[CH:11][CH2:10][CH2:9][C:8](=[O:14])[O:7][C@@H:6]([C:15]2[CH:20]=[CH:19][CH:18]=[CH:17][CH:16]=2)[C@H:5]([CH3:21])[N:4]([CH3:22])[C:3]1=[O:23].C(N(CC)CC)C.[C:31](OC(=O)C)(=[O:33])[CH3:32], predict the reaction product. The product is: [CH3:21][C@@H:5]1[N:4]([CH3:22])[C:3](=[O:23])[C@H:2]([NH:1][C:31](=[O:33])[CH3:32])[CH2:13][CH:12]=[CH:11][CH2:10][CH2:9][C:8](=[O:14])[O:7][C@H:6]1[C:15]1[CH:20]=[CH:19][CH:18]=[CH:17][CH:16]=1. (3) The product is: [CH2:16]([O:10][C:1]1[C:9]2[C:4](=[CH:5][CH:6]=[CH:7][CH:8]=2)[CH2:3][N:2]=1)[CH3:17]. Given the reactants [C:1]1(=[O:10])[C:9]2[C:4](=[CH:5][CH:6]=[CH:7][CH:8]=2)[CH2:3][NH:2]1.F[B-](F)(F)F.[CH2:16]([O+](CC)CC)[CH3:17], predict the reaction product. (4) Given the reactants [Cl:1][C:2]1[C:3]2[S:10][C:9]([C:11](Cl)=[O:12])=[CH:8][C:4]=2[N:5]=[CH:6][N:7]=1.[NH2:14][CH2:15][CH2:16][N:17]1[CH2:22][CH2:21][O:20][CH2:19][CH2:18]1, predict the reaction product. The product is: [Cl:1][C:2]1[C:3]2[S:10][C:9]([C:11]([NH:14][CH2:15][CH2:16][N:17]3[CH2:22][CH2:21][O:20][CH2:19][CH2:18]3)=[O:12])=[CH:8][C:4]=2[N:5]=[CH:6][N:7]=1. (5) Given the reactants [NH2:1][C:2]1[C:7]([C:8]([NH:10][C:11]2[CH:16]=[CH:15][N:14]=[CH:13][C:12]=2[Cl:17])=[O:9])=[CH:6][C:5](Br)=[CH:4][N:3]=1.[N:19]1([CH2:25][C:26]2[S:30][C:29](B3OC(C)(C)C(C)(C)O3)=[CH:28][CH:27]=2)[CH2:24][CH2:23][O:22][CH2:21][CH2:20]1, predict the reaction product. The product is: [NH2:1][C:2]1[N:3]=[CH:4][C:5]([C:29]2[S:30][C:26]([CH2:25][N:19]3[CH2:20][CH2:21][O:22][CH2:23][CH2:24]3)=[CH:27][CH:28]=2)=[CH:6][C:7]=1[C:8]([NH:10][C:11]1[CH:16]=[CH:15][N:14]=[CH:13][C:12]=1[Cl:17])=[O:9].